This data is from NCI-60 drug combinations with 297,098 pairs across 59 cell lines. The task is: Regression. Given two drug SMILES strings and cell line genomic features, predict the synergy score measuring deviation from expected non-interaction effect. (1) Drug 1: CC1=C(C=C(C=C1)NC2=NC=CC(=N2)N(C)C3=CC4=NN(C(=C4C=C3)C)C)S(=O)(=O)N.Cl. Drug 2: C1C(C(OC1N2C=NC3=C2NC=NCC3O)CO)O. Cell line: SF-539. Synergy scores: CSS=9.30, Synergy_ZIP=-6.29, Synergy_Bliss=-4.20, Synergy_Loewe=-3.09, Synergy_HSA=-2.74. (2) Drug 1: C1CN1C2=NC(=NC(=N2)N3CC3)N4CC4. Drug 2: N.N.Cl[Pt+2]Cl. Cell line: M14. Synergy scores: CSS=34.8, Synergy_ZIP=-2.95, Synergy_Bliss=3.66, Synergy_Loewe=-2.85, Synergy_HSA=3.26. (3) Drug 1: CC1=C2C(C(=O)C3(C(CC4C(C3C(C(C2(C)C)(CC1OC(=O)C(C(C5=CC=CC=C5)NC(=O)C6=CC=CC=C6)O)O)OC(=O)C7=CC=CC=C7)(CO4)OC(=O)C)O)C)OC(=O)C. Drug 2: CC1=C(C(=O)C2=C(C1=O)N3CC4C(C3(C2COC(=O)N)OC)N4)N. Cell line: SR. Synergy scores: CSS=55.8, Synergy_ZIP=-2.87, Synergy_Bliss=-5.98, Synergy_Loewe=-10.0, Synergy_HSA=-5.81. (4) Drug 1: C1C(C(OC1N2C=C(C(=O)NC2=O)F)CO)O. Drug 2: CN(CCCl)CCCl.Cl. Cell line: UACC-257. Synergy scores: CSS=11.7, Synergy_ZIP=-4.01, Synergy_Bliss=0.108, Synergy_Loewe=1.34, Synergy_HSA=1.43.